From a dataset of Reaction yield outcomes from USPTO patents with 853,638 reactions. Predict the reaction yield, written as a fraction of the theoretical maximum amount of product (1.0 means a 100% yield; for example, 0.34 means a 34% yield). (1) The reactants are [CH2:1]1[CH:6]2[CH2:7][C:8]3([NH2:11])[CH2:10][CH:4]([CH2:5]2)[CH2:3][CH:2]1[CH2:9]3.Cl[CH2:13][C:14]1[N:18]=[C:17]([CH:19]2[CH2:23][CH2:22][CH2:21][CH2:20]2)[O:16][N:15]=1. No catalyst specified. The product is [CH:19]1([C:17]2[O:16][N:15]=[C:14]([CH2:13][NH:11][C:8]34[CH2:10][CH:4]5[CH2:5][CH:6]([CH2:1][CH:2]([CH2:3]5)[CH2:9]3)[CH2:7]4)[N:18]=2)[CH2:20][CH2:21][CH2:22][CH2:23]1. The yield is 0.830. (2) The reactants are [Na].C([O:4][C:5](=O)[CH:6]([C:12]1[CH:17]=[CH:16][CH:15]=[CH:14][C:13]=1[F:18])[C:7](OCC)=[O:8])C.[NH2:20][C:21]([NH2:23])=[S:22].O. The catalyst is C(O)C. The product is [F:18][C:13]1[CH:14]=[CH:15][CH:16]=[CH:17][C:12]=1[CH:6]1[C:5](=[O:4])[NH:23][C:21](=[S:22])[NH:20][C:7]1=[O:8]. The yield is 0.460. (3) The reactants are [CH3:1][O:2][C:3]1[CH:22]=[CH:21][C:6]([CH2:7][N:8]2[C:12]3[N:13]=[CH:14][C:15]4[CH2:16][NH:17][CH2:18][CH2:19][C:20]=4[C:11]=3[CH:10]=[N:9]2)=[CH:5][CH:4]=1.CCN(CC)CC.Br[CH:31]([C:37]1[CH:42]=[CH:41][CH:40]=[CH:39][CH:38]=1)[C:32]([O:34][CH2:35][CH3:36])=[O:33].C([O-])(O)=O.[Na+]. The catalyst is ClCCl. The product is [CH3:1][O:2][C:3]1[CH:4]=[CH:5][C:6]([CH2:7][N:8]2[C:12]3[N:13]=[CH:14][C:15]4[CH2:16][N:17]([CH:31]([C:37]5[CH:42]=[CH:41][CH:40]=[CH:39][CH:38]=5)[C:32]([O:34][CH2:35][CH3:36])=[O:33])[CH2:18][CH2:19][C:20]=4[C:11]=3[CH:10]=[N:9]2)=[CH:21][CH:22]=1. The yield is 0.860. (4) The reactants are C1([NH:7][C:8]([C:10]2[C:11](=[O:29])[N:12]([CH2:22][C:23]3[CH:28]=[CH:27][CH:26]=[CH:25][CH:24]=3)[C:13]3[C:18]([C:19]=2O)=[CH:17][C:16]([F:21])=[CH:15][CH:14]=3)=O)CCCCC1.P(Cl)(Cl)([Cl:32])=O. No catalyst specified. The product is [CH2:22]([N:12]1[C:13]2[C:18](=[CH:17][C:16]([F:21])=[CH:15][CH:14]=2)[C:19]([Cl:32])=[C:10]([C:8]#[N:7])[C:11]1=[O:29])[C:23]1[CH:28]=[CH:27][CH:26]=[CH:25][CH:24]=1. The yield is 0.470. (5) The reactants are [C:1]([NH:4][C:5]1[CH:10]=[CH:9][C:8]([N+:11]([O-:13])=[O:12])=[CH:7][C:6]=1[O:14]C(=O)C)(=[O:3])[CH3:2].[Li+].[OH-].Cl. The catalyst is CO.CCOC(C)=O. The product is [OH:14][C:6]1[CH:7]=[C:8]([N+:11]([O-:13])=[O:12])[CH:9]=[CH:10][C:5]=1[NH:4][C:1](=[O:3])[CH3:2]. The yield is 0.995. (6) The reactants are [CH:1]([N:4]1[C:8]([C:9]2[N:18]=[C:17]3[N:11]([CH2:12][CH2:13][O:14][C:15]4[CH:22]=[C:21](O)[N:20]=[CH:19][C:16]=43)[CH:10]=2)=[N:7][CH:6]=[N:5]1)([CH3:3])[CH3:2].C(OC([N:31]1[CH2:35][C@H:34]([C:36]#[N:37])[CH2:33][C@H:32]1[C:38](=[O:40])[NH2:39])=O)(C)(C)C.CO. The catalyst is C(Cl)Cl. The product is [C:36]([C@H:34]1[CH2:35][N:31]([C:21]2[N:20]=[CH:19][C:16]3[C:17]4[N:11]([CH:10]=[C:9]([C:8]5[N:4]([CH:1]([CH3:2])[CH3:3])[N:5]=[CH:6][N:7]=5)[N:18]=4)[CH2:12][CH2:13][O:14][C:15]=3[CH:22]=2)[C@H:32]([C:38]([NH2:39])=[O:40])[CH2:33]1)#[N:37]. The yield is 0.720. (7) The reactants are [CH2:1]([O:3][C:4]1[CH:5]=[C:6]([C:14](=O)[CH2:15][C:16](=O)[C:17]([F:20])([F:19])[F:18])[CH:7]=[CH:8][C:9]=1[C:10]([F:13])([F:12])[F:11])[CH3:2].[NH2:23][C:24]1[C:28]([C:29]2[CH:34]=[CH:33][N:32]=[C:31]([CH3:35])[CH:30]=2)=[CH:27][NH:26][N:25]=1. No catalyst specified. The product is [CH2:1]([O:3][C:4]1[CH:5]=[C:6]([C:14]2[CH:15]=[C:16]([C:17]([F:20])([F:19])[F:18])[N:25]3[N:26]=[CH:27][C:28]([C:29]4[CH:34]=[CH:33][N:32]=[C:31]([CH3:35])[CH:30]=4)=[C:24]3[N:23]=2)[CH:7]=[CH:8][C:9]=1[C:10]([F:13])([F:12])[F:11])[CH3:2]. The yield is 0.490. (8) The reactants are [Cl:1][C:2]1[CH:7]=[CH:6][C:5]([CH:8]2[C:15]3[C:14]([CH3:16])=[N:13][NH:12][C:11]=3[C:10](=[O:17])[N:9]2[C:18]2[CH:23]=[C:22]([CH3:24])[C:21](=[O:25])[N:20]([CH3:26])[CH:19]=2)=[CH:4][CH:3]=1.[CH3:27][C:28]1[C:33](B(O)O)=[CH:32][CH:31]=[CH:30][N:29]=1.N1C=CC=CC=1. The catalyst is O=[N+]([O-])[O-].[O-][N+](=O)[O-].[O-][N+](=O)[O-].[O-][N+](=O)[O-].[O-][N+](=O)[O-].[O-][N+](=O)[O-].[Ce+4].[NH4+].[NH4+].C([O-])(=O)C.[Cu+2].C([O-])(=O)C. The product is [Cl:1][C:2]1[CH:7]=[CH:6][C:5]([CH:8]2[C:15]3[C:11](=[N:12][N:13]([C:33]4[C:28]([CH3:27])=[N:29][CH:30]=[CH:31][CH:32]=4)[C:14]=3[CH3:16])[C:10](=[O:17])[N:9]2[C:18]2[CH:23]=[C:22]([CH3:24])[C:21](=[O:25])[N:20]([CH3:26])[CH:19]=2)=[CH:4][CH:3]=1. The yield is 0.0400. (9) The reactants are [CH2:1]([C:3]1[CH:8]=[CH:7][C:6]([S:9]([CH3:12])(=[O:11])=[O:10])=[CH:5][C:4]=1I)[CH3:2].[CH3:14][N:15]1[CH:20]=[C:19](B2OC(C)(C)C(C)(C)O2)[CH:18]=[CH:17][C:16]1=[O:30].C([O-])([O-])=O.[K+].[K+].CC(=O)OCC. The catalyst is O1CCOCC1.O.C1C=CC(P(C2C=CC=CC=2)[C-]2C=CC=C2)=CC=1.C1C=CC(P(C2C=CC=CC=2)[C-]2C=CC=C2)=CC=1.Cl[Pd]Cl.[Fe+2]. The product is [CH2:1]([C:3]1[CH:8]=[CH:7][C:6]([S:9]([CH3:12])(=[O:11])=[O:10])=[CH:5][C:4]=1[C:19]1[CH:18]=[CH:17][C:16](=[O:30])[N:15]([CH3:14])[CH:20]=1)[CH3:2]. The yield is 0.970. (10) The reactants are C([O:4][CH2:5][C:6]([C:8]1[CH:9]=[N:10][C:11]2[C:16]([C:17]=1[NH:18][C@H:19]1[CH2:24][CH2:23][C@H:22]([CH2:25][N:26]([CH3:28])[CH3:27])[CH2:21][CH2:20]1)=[N:15][C:14]([Cl:29])=[CH:13][CH:12]=2)=[O:7])(=O)C.C(=O)([O-])[O-].[K+].[K+]. The catalyst is CO. The product is [Cl:29][C:14]1[N:15]=[C:16]2[C:11](=[CH:12][CH:13]=1)[N:10]=[CH:9][C:8]([C:6](=[O:7])[CH2:5][OH:4])=[C:17]2[NH:18][C@H:19]1[CH2:24][CH2:23][C@H:22]([CH2:25][N:26]([CH3:28])[CH3:27])[CH2:21][CH2:20]1. The yield is 0.220.